Regression. Given a peptide amino acid sequence and an MHC pseudo amino acid sequence, predict their binding affinity value. This is MHC class II binding data. From a dataset of Peptide-MHC class II binding affinity with 134,281 pairs from IEDB. (1) The peptide sequence is WPKSHTLWSNGVLES. The MHC is DRB4_0101 with pseudo-sequence DRB4_0103. The binding affinity (normalized) is 0.188. (2) The peptide sequence is ALSRVQSMFLGTGGS. The MHC is HLA-DPA10301-DPB10402 with pseudo-sequence HLA-DPA10301-DPB10402. The binding affinity (normalized) is 0.581. (3) The peptide sequence is SVLLVVALFAVFLGS. The MHC is HLA-DPA10103-DPB10401 with pseudo-sequence HLA-DPA10103-DPB10401. The binding affinity (normalized) is 0.0851. (4) The peptide sequence is DVKFPGGGQNVGGVY. The MHC is HLA-DQA10501-DQB10301 with pseudo-sequence HLA-DQA10501-DQB10301. The binding affinity (normalized) is 0.401. (5) The peptide sequence is TEAVQKIATESIVIWGKTPKFRL. The MHC is HLA-DPA10103-DPB10301 with pseudo-sequence HLA-DPA10103-DPB10301. The binding affinity (normalized) is 0.206.